From a dataset of Blood-brain barrier permeability classification from the B3DB database. Regression/Classification. Given a drug SMILES string, predict its absorption, distribution, metabolism, or excretion properties. Task type varies by dataset: regression for continuous measurements (e.g., permeability, clearance, half-life) or binary classification for categorical outcomes (e.g., BBB penetration, CYP inhibition). Dataset: b3db_classification. (1) The compound is CCC(=O)O[C@](Cc1ccccc1)(c1ccccc1)[C@@H](C)CN(C)C. The result is 1 (penetrates BBB). (2) The drug is NCC[C@@H](Oc1ccc(C(F)(F)F)cc1)c1ccccc1. The result is 1 (penetrates BBB). (3) The compound is CCN1CCC[C@@H]1CNC(=O)c1cc(C(C)=O)ccc1OC. The result is 1 (penetrates BBB). (4) The drug is O=C1CCC(c2ccccc2)(C2CCN(CC=Cc3ccccc3)CC2)C(=O)N1. The result is 1 (penetrates BBB). (5) The molecule is COc1ccc([C@@H]2[C@@H](N)[C@@H]2S(=O)(=O)c2ccc(Cl)cc2)cc1. The result is 1 (penetrates BBB). (6) The compound is CNCCSC1=Cc2ccccc2Oc2ccc(F)cc21. The result is 1 (penetrates BBB). (7) The molecule is CC(C)CC(OC(=O)c1ccco1)C(=O)N[C@@H]1C(=O)N2[C@@H](C(=O)O)C(C)(C)S[C@H]12. The result is 0 (does not penetrate BBB).